Dataset: NCI-60 drug combinations with 297,098 pairs across 59 cell lines. Task: Regression. Given two drug SMILES strings and cell line genomic features, predict the synergy score measuring deviation from expected non-interaction effect. (1) Drug 1: CS(=O)(=O)CCNCC1=CC=C(O1)C2=CC3=C(C=C2)N=CN=C3NC4=CC(=C(C=C4)OCC5=CC(=CC=C5)F)Cl. Drug 2: CCN(CC)CCNC(=O)C1=C(NC(=C1C)C=C2C3=C(C=CC(=C3)F)NC2=O)C. Cell line: OVCAR-5. Synergy scores: CSS=1.47, Synergy_ZIP=-0.207, Synergy_Bliss=-0.174, Synergy_Loewe=-6.91, Synergy_HSA=-4.27. (2) Drug 1: C1CN1P(=S)(N2CC2)N3CC3. Drug 2: CCCCC(=O)OCC(=O)C1(CC(C2=C(C1)C(=C3C(=C2O)C(=O)C4=C(C3=O)C=CC=C4OC)O)OC5CC(C(C(O5)C)O)NC(=O)C(F)(F)F)O. Cell line: DU-145. Synergy scores: CSS=61.4, Synergy_ZIP=-4.26, Synergy_Bliss=-2.74, Synergy_Loewe=-8.72, Synergy_HSA=-0.191. (3) Drug 1: CC12CCC3C(C1CCC2NC(=O)OCC(F)(F)F)CCC4C3(C=CC(=O)N4C)C. Drug 2: COCCOC1=C(C=C2C(=C1)C(=NC=N2)NC3=CC=CC(=C3)C#C)OCCOC. Cell line: NCIH23. Synergy scores: CSS=32.3, Synergy_ZIP=-7.77, Synergy_Bliss=-10.6, Synergy_Loewe=-8.09, Synergy_HSA=-7.21.